This data is from NCI-60 drug combinations with 297,098 pairs across 59 cell lines. The task is: Regression. Given two drug SMILES strings and cell line genomic features, predict the synergy score measuring deviation from expected non-interaction effect. Drug 1: C1CCC(CC1)NC(=O)N(CCCl)N=O. Drug 2: CC1CCCC2(C(O2)CC(NC(=O)CC(C(C(=O)C(C1O)C)(C)C)O)C(=CC3=CSC(=N3)C)C)C. Cell line: SNB-75. Synergy scores: CSS=10.5, Synergy_ZIP=-5.98, Synergy_Bliss=-0.143, Synergy_Loewe=-2.33, Synergy_HSA=-1.83.